From a dataset of NCI-60 drug combinations with 297,098 pairs across 59 cell lines. Regression. Given two drug SMILES strings and cell line genomic features, predict the synergy score measuring deviation from expected non-interaction effect. Drug 1: C1=CN(C=N1)CC(O)(P(=O)(O)O)P(=O)(O)O. Drug 2: CCN(CC)CCCC(C)NC1=C2C=C(C=CC2=NC3=C1C=CC(=C3)Cl)OC. Cell line: TK-10. Synergy scores: CSS=13.6, Synergy_ZIP=-4.20, Synergy_Bliss=-2.14, Synergy_Loewe=-3.66, Synergy_HSA=-2.66.